From a dataset of Peptide-MHC class II binding affinity with 134,281 pairs from IEDB. Regression. Given a peptide amino acid sequence and an MHC pseudo amino acid sequence, predict their binding affinity value. This is MHC class II binding data. (1) The peptide sequence is TVPRTKYTATISGLK. The MHC is HLA-DPA10103-DPB10301 with pseudo-sequence HLA-DPA10103-DPB10301. The binding affinity (normalized) is 0.384. (2) The peptide sequence is EKKYFAATQFEPLAT. The MHC is HLA-DPA10201-DPB11401 with pseudo-sequence HLA-DPA10201-DPB11401. The binding affinity (normalized) is 0.660. (3) The peptide sequence is LSFAAALNGLAGPLH. The MHC is DRB1_1501 with pseudo-sequence DRB1_1501. The binding affinity (normalized) is 0.549. (4) The peptide sequence is AAVDKDAVIVAAAGN. The MHC is HLA-DQA10102-DQB10602 with pseudo-sequence HLA-DQA10102-DQB10602. The binding affinity (normalized) is 0.416. (5) The peptide sequence is RPAEVRKVCYNAVLT. The MHC is HLA-DQA10201-DQB10301 with pseudo-sequence HLA-DQA10201-DQB10301. The binding affinity (normalized) is 0.293. (6) The peptide sequence is KKRGNHYAFVGVMYNLW. The MHC is DRB1_0701 with pseudo-sequence DRB1_0701. The binding affinity (normalized) is 0.664. (7) The peptide sequence is WQKGEEVQVIAVEPG. The MHC is DRB5_0101 with pseudo-sequence DRB5_0101. The binding affinity (normalized) is 0.0911. (8) The peptide sequence is TDIAEMGANLCVERV. The MHC is HLA-DQA10102-DQB10501 with pseudo-sequence HLA-DQA10102-DQB10501. The binding affinity (normalized) is 0.686. (9) The peptide sequence is ESTGGAYDTYKSIPS. The MHC is DRB1_0802 with pseudo-sequence DRB1_0802. The binding affinity (normalized) is 0.515.